This data is from Reaction yield outcomes from USPTO patents with 853,638 reactions. The task is: Predict the reaction yield, written as a fraction of the theoretical maximum amount of product (1.0 means a 100% yield; for example, 0.34 means a 34% yield). (1) The product is [Br:1][C:2]1[CH:3]=[CH:4][C:5]([C@@H:8]([CH3:12])[CH2:9][OH:10])=[CH:6][CH:7]=1. The reactants are [Br:1][C:2]1[CH:7]=[CH:6][C:5]([C@@H:8]([CH3:12])[C:9](O)=[O:10])=[CH:4][CH:3]=1.CCOC(C)=O. The yield is 1.00. The catalyst is C1COCC1. (2) The reactants are [CH3:1][O:2][C:3]1[C:11]([O:12][CH3:13])=[CH:10][CH:9]=[CH:8][C:4]=1[C:5]([OH:7])=O.[CH2:14]([NH2:18])[CH2:15][CH2:16][CH3:17].Cl.C(N=C=NCCCN(C)C)C. The catalyst is C(Cl)Cl.CN(C1C=CN=CC=1)C. The product is [CH2:14]([NH:18][C:5](=[O:7])[C:4]1[CH:8]=[CH:9][CH:10]=[C:11]([O:12][CH3:13])[C:3]=1[O:2][CH3:1])[CH2:15][CH2:16][CH3:17]. The yield is 0.940. (3) The reactants are Br[C:2]1[C:6]2[N:7]=[C:8]([Cl:12])[N:9]=[C:10]([NH2:11])[C:5]=2[S:4][CH:3]=1.[N:13]1[C:22]2[C:17](=[CH:18][CH:19]=[CH:20][CH:21]=2)[CH:16]=[C:15](B(O)O)[CH:14]=1. No catalyst specified. The product is [Cl:12][C:8]1[N:9]=[C:10]([NH2:11])[C:5]2[S:4][CH:3]=[C:2]([C:15]3[CH:14]=[N:13][C:22]4[C:17]([CH:16]=3)=[CH:18][CH:19]=[CH:20][CH:21]=4)[C:6]=2[N:7]=1. The yield is 0.430. (4) The reactants are [Cl:1][CH2:2][C:3](=[O:13])[C@H:4]([O:6][C:7](=[O:12])[C:8]([CH3:11])([CH3:10])[CH3:9])[CH3:5].[F:14][C:15]1[CH:20]=[C:19]([F:21])[CH:18]=[CH:17][C:16]=1[Mg]Br.[Cl-].[NH4+].O. The catalyst is C1COCC1.C(#N)C. The product is [Cl:1][CH2:2][C:3]([C:18]1[CH:17]=[CH:16][C:15]([F:14])=[CH:20][C:19]=1[F:21])([OH:13])[CH:4]([O:6][C:7](=[O:12])[C:8]([CH3:9])([CH3:11])[CH3:10])[CH3:5]. The yield is 0.150. (5) The reactants are [C:1]([O:5][C:6](=[O:14])[NH:7][CH:8]1[CH2:13][CH2:12][NH:11][CH2:10][CH2:9]1)([CH3:4])([CH3:3])[CH3:2].[CH2:15]([O:17][C:18]1[CH:19]=[C:20]([CH:23]=[CH:24][C:25]=1[O:26][CH3:27])[CH:21]=O)[CH3:16].C(O)(=O)C.C([BH3-])#N.[Na+]. The catalyst is C(O)C. The product is [C:1]([O:5][C:6](=[O:14])[NH:7][CH:8]1[CH2:13][CH2:12][N:11]([CH2:21][C:20]2[CH:23]=[CH:24][C:25]([O:26][CH3:27])=[C:18]([O:17][CH2:15][CH3:16])[CH:19]=2)[CH2:10][CH2:9]1)([CH3:4])([CH3:2])[CH3:3]. The yield is 0.530. (6) The reactants are Cl.[Cl:2][C:3]1[CH:21]=[CH:20][CH:19]=[CH:18][C:4]=1[CH:5]([O:13][CH:14]1[CH2:17][NH:16][CH2:15]1)[C:6]1[CH:11]=[CH:10][C:9]([Cl:12])=[CH:8][CH:7]=1.[Cl:22][C:23]1[CH:27]=[CH:26][S:25][C:24]=1[C:28](Cl)=[O:29].C(=O)([O-])[O-]. The catalyst is ClCCl. The product is [Cl:2][C:3]1[CH:21]=[CH:20][CH:19]=[CH:18][C:4]=1[CH:5]([O:13][CH:14]1[CH2:17][N:16]([C:28]([C:24]2[S:25][CH:26]=[CH:27][C:23]=2[Cl:22])=[O:29])[CH2:15]1)[C:6]1[CH:7]=[CH:8][C:9]([Cl:12])=[CH:10][CH:11]=1. The yield is 0.630.